Dataset: Forward reaction prediction with 1.9M reactions from USPTO patents (1976-2016). Task: Predict the product of the given reaction. (1) The product is: [F:18][C:17]1[CH:16]=[C:15]([O:19][CH3:20])[C:14]([F:21])=[CH:13][C:12]=1[N:34]1[CH2:35][CH2:36][CH:31]([CH2:30][CH2:29][CH2:28][C:22]2[CH:23]=[CH:24][CH:25]=[CH:26][CH:27]=2)[CH2:32][CH2:33]1. Given the reactants BrC1C=CC(OC)=C(C)C=1.Br[C:12]1[C:17]([F:18])=[CH:16][C:15]([O:19][CH3:20])=[C:14]([F:21])[CH:13]=1.[C:22]1([CH2:28][CH2:29][CH2:30][CH:31]2[CH2:36][CH2:35][NH:34][CH2:33][CH2:32]2)[CH:27]=[CH:26][CH:25]=[CH:24][CH:23]=1, predict the reaction product. (2) Given the reactants [CH:1]1([C:4]2[CH:5]=[C:6]([C:19]([O:21]CC)=[O:20])[C:7]3[C:12]([CH3:13])=[N:11][N:10]([CH:14]([CH:16]4[CH2:18][CH2:17]4)[CH3:15])[C:8]=3[N:9]=2)[CH2:3][CH2:2]1.[OH-].[Na+], predict the reaction product. The product is: [CH:1]1([C:4]2[CH:5]=[C:6]([C:19]([OH:21])=[O:20])[C:7]3[C:12]([CH3:13])=[N:11][N:10]([CH:14]([CH:16]4[CH2:17][CH2:18]4)[CH3:15])[C:8]=3[N:9]=2)[CH2:2][CH2:3]1.